From a dataset of NCI-60 drug combinations with 297,098 pairs across 59 cell lines. Regression. Given two drug SMILES strings and cell line genomic features, predict the synergy score measuring deviation from expected non-interaction effect. (1) Drug 1: C1CCC(C1)C(CC#N)N2C=C(C=N2)C3=C4C=CNC4=NC=N3. Drug 2: COC1=C2C(=CC3=C1OC=C3)C=CC(=O)O2. Cell line: NCIH23. Synergy scores: CSS=8.55, Synergy_ZIP=-1.87, Synergy_Bliss=0.339, Synergy_Loewe=-2.79, Synergy_HSA=0.154. (2) Drug 1: C1=CC(=CC=C1C#N)C(C2=CC=C(C=C2)C#N)N3C=NC=N3. Drug 2: C1C(C(OC1N2C=C(C(=O)NC2=O)F)CO)O. Cell line: MCF7. Synergy scores: CSS=9.61, Synergy_ZIP=-4.20, Synergy_Bliss=0.853, Synergy_Loewe=-9.75, Synergy_HSA=-2.55. (3) Drug 1: C1=CC(=CC=C1CCCC(=O)O)N(CCCl)CCCl. Drug 2: CC1CCCC2(C(O2)CC(NC(=O)CC(C(C(=O)C(C1O)C)(C)C)O)C(=CC3=CSC(=N3)C)C)C. Cell line: KM12. Synergy scores: CSS=1.08, Synergy_ZIP=-5.27, Synergy_Bliss=-9.44, Synergy_Loewe=-6.27, Synergy_HSA=-6.17. (4) Drug 1: CCCS(=O)(=O)NC1=C(C(=C(C=C1)F)C(=O)C2=CNC3=C2C=C(C=N3)C4=CC=C(C=C4)Cl)F. Drug 2: COC1=NC(=NC2=C1N=CN2C3C(C(C(O3)CO)O)O)N. Cell line: A498. Synergy scores: CSS=3.12, Synergy_ZIP=1.01, Synergy_Bliss=5.22, Synergy_Loewe=-3.07, Synergy_HSA=0.676. (5) Drug 1: CC1=C2C(C(=O)C3(C(CC4C(C3C(C(C2(C)C)(CC1OC(=O)C(C(C5=CC=CC=C5)NC(=O)OC(C)(C)C)O)O)OC(=O)C6=CC=CC=C6)(CO4)OC(=O)C)O)C)O. Drug 2: CCN(CC)CCNC(=O)C1=C(NC(=C1C)C=C2C3=C(C=CC(=C3)F)NC2=O)C. Cell line: HCC-2998. Synergy scores: CSS=12.1, Synergy_ZIP=10.6, Synergy_Bliss=8.47, Synergy_Loewe=11.5, Synergy_HSA=7.36.